This data is from Catalyst prediction with 721,799 reactions and 888 catalyst types from USPTO. The task is: Predict which catalyst facilitates the given reaction. (1) Reactant: [CH3:1][S:2]([CH2:5][CH2:6][N:7]1[CH2:11][CH2:10][C@H:9]([NH:12][C:13]2[CH:18]=[CH:17][C:16]([N+:19]([O-:21])=[O:20])=[CH:15][CH:14]=2)[CH2:8]1)(=[O:4])=[O:3].[H-].[Na+].[CH3:24]I. Product: [CH3:24][N:12]([C:13]1[CH:18]=[CH:17][C:16]([N+:19]([O-:21])=[O:20])=[CH:15][CH:14]=1)[C@H:9]1[CH2:10][CH2:11][N:7]([CH2:6][CH2:5][S:2]([CH3:1])(=[O:3])=[O:4])[CH2:8]1. The catalyst class is: 3. (2) Reactant: [CH:1]([N:4]([CH2:21][CH2:22][NH:23][C:24]([O:26][CH2:27][C:28]1[CH:33]=[CH:32][C:31]([N+:34]([O-:36])=[O:35])=[CH:30][CH:29]=1)=[O:25])[C:5]([C:7]1[N:8]=[C:9]([N:12]2[CH2:15][CH:14](OS(C)(=O)=O)[CH2:13]2)[S:10][CH:11]=1)=[O:6])([CH3:3])[CH3:2].[C:37]([O-:40])(=[S:39])[CH3:38].[K+]. Product: [C:37]([S:39][CH:14]1[CH2:15][N:12]([C:9]2[S:10][CH:11]=[C:7]([C:5](=[O:6])[N:4]([CH:1]([CH3:2])[CH3:3])[CH2:21][CH2:22][NH:23][C:24]([O:26][CH2:27][C:28]3[CH:29]=[CH:30][C:31]([N+:34]([O-:36])=[O:35])=[CH:32][CH:33]=3)=[O:25])[N:8]=2)[CH2:13]1)(=[O:40])[CH3:38]. The catalyst class is: 9. (3) Reactant: C([O-])([O-])=O.[K+].[K+].C1OCCOCCOCCOCCOCCOC1.COC(=O)[CH2:28][C:29]([N:31]([CH2:38][C:39]1[CH:44]=[CH:43][C:42]([O:45][CH3:46])=[CH:41][CH:40]=1)[CH2:32][CH2:33][C:34]([O:36]C)=O)=[O:30].Cl. Product: [CH3:46][O:45][C:42]1[CH:41]=[CH:40][C:39]([CH2:38][N:31]2[CH2:32][CH2:33][C:34](=[O:36])[CH2:28][C:29]2=[O:30])=[CH:44][CH:43]=1. The catalyst class is: 93.